Dataset: NCI-60 drug combinations with 297,098 pairs across 59 cell lines. Task: Regression. Given two drug SMILES strings and cell line genomic features, predict the synergy score measuring deviation from expected non-interaction effect. (1) Drug 1: C1=C(C(=O)NC(=O)N1)N(CCCl)CCCl. Drug 2: C1=C(C(=O)NC(=O)N1)F. Cell line: DU-145. Synergy scores: CSS=46.4, Synergy_ZIP=-1.04, Synergy_Bliss=-1.32, Synergy_Loewe=0.254, Synergy_HSA=2.57. (2) Drug 1: C1=CC=C(C=C1)NC(=O)CCCCCCC(=O)NO. Drug 2: CN(C(=O)NC(C=O)C(C(C(CO)O)O)O)N=O. Cell line: RXF 393. Synergy scores: CSS=0.107, Synergy_ZIP=1.34, Synergy_Bliss=1.82, Synergy_Loewe=-5.53, Synergy_HSA=-3.20. (3) Drug 1: CC1=C2C(C(=O)C3(C(CC4C(C3C(C(C2(C)C)(CC1OC(=O)C(C(C5=CC=CC=C5)NC(=O)OC(C)(C)C)O)O)OC(=O)C6=CC=CC=C6)(CO4)OC(=O)C)O)C)O. Drug 2: CNC(=O)C1=NC=CC(=C1)OC2=CC=C(C=C2)NC(=O)NC3=CC(=C(C=C3)Cl)C(F)(F)F. Cell line: KM12. Synergy scores: CSS=11.5, Synergy_ZIP=11.5, Synergy_Bliss=15.9, Synergy_Loewe=14.4, Synergy_HSA=15.6.